The task is: Regression. Given two drug SMILES strings and cell line genomic features, predict the synergy score measuring deviation from expected non-interaction effect.. This data is from NCI-60 drug combinations with 297,098 pairs across 59 cell lines. (1) Drug 1: CC1=C(C=C(C=C1)NC2=NC=CC(=N2)N(C)C3=CC4=NN(C(=C4C=C3)C)C)S(=O)(=O)N.Cl. Drug 2: CC1C(C(CC(O1)OC2CC(CC3=C2C(=C4C(=C3O)C(=O)C5=C(C4=O)C(=CC=C5)OC)O)(C(=O)C)O)N)O.Cl. Cell line: SR. Synergy scores: CSS=65.2, Synergy_ZIP=6.54, Synergy_Bliss=7.33, Synergy_Loewe=-12.6, Synergy_HSA=9.11. (2) Drug 1: CCC1(CC2CC(C3=C(CCN(C2)C1)C4=CC=CC=C4N3)(C5=C(C=C6C(=C5)C78CCN9C7C(C=CC9)(C(C(C8N6C=O)(C(=O)OC)O)OC(=O)C)CC)OC)C(=O)OC)O.OS(=O)(=O)O. Drug 2: C1CN1C2=NC(=NC(=N2)N3CC3)N4CC4. Cell line: LOX IMVI. Synergy scores: CSS=32.4, Synergy_ZIP=0.691, Synergy_Bliss=0.196, Synergy_Loewe=-2.12, Synergy_HSA=-0.502. (3) Drug 1: C1=CC(=C2C(=C1NCCNCCO)C(=O)C3=C(C=CC(=C3C2=O)O)O)NCCNCCO. Drug 2: CN(C)N=NC1=C(NC=N1)C(=O)N. Cell line: KM12. Synergy scores: CSS=35.6, Synergy_ZIP=-8.39, Synergy_Bliss=-6.22, Synergy_Loewe=-3.32, Synergy_HSA=2.90. (4) Drug 1: CC1=C2C(C(=O)C3(C(CC4C(C3C(C(C2(C)C)(CC1OC(=O)C(C(C5=CC=CC=C5)NC(=O)OC(C)(C)C)O)O)OC(=O)C6=CC=CC=C6)(CO4)OC(=O)C)OC)C)OC. Drug 2: C1C(C(OC1N2C=NC(=NC2=O)N)CO)O. Cell line: HT29. Synergy scores: CSS=81.1, Synergy_ZIP=16.2, Synergy_Bliss=15.2, Synergy_Loewe=9.68, Synergy_HSA=17.7. (5) Drug 1: C1=CC=C(C(=C1)C(C2=CC=C(C=C2)Cl)C(Cl)Cl)Cl. Drug 2: C1CN(CCN1C(=O)CCBr)C(=O)CCBr. Cell line: DU-145. Synergy scores: CSS=19.0, Synergy_ZIP=-1.92, Synergy_Bliss=-2.34, Synergy_Loewe=-9.81, Synergy_HSA=-0.979. (6) Drug 1: COC1=C(C=C2C(=C1)N=CN=C2NC3=CC(=C(C=C3)F)Cl)OCCCN4CCOCC4. Drug 2: C1=NC2=C(N=C(N=C2N1C3C(C(C(O3)CO)O)O)F)N. Cell line: SNB-19. Synergy scores: CSS=11.6, Synergy_ZIP=-5.72, Synergy_Bliss=-6.99, Synergy_Loewe=-6.43, Synergy_HSA=-6.29. (7) Drug 1: CC(C)(C#N)C1=CC(=CC(=C1)CN2C=NC=N2)C(C)(C)C#N. Drug 2: N.N.Cl[Pt+2]Cl. Cell line: UACC62. Synergy scores: CSS=44.9, Synergy_ZIP=-5.09, Synergy_Bliss=-8.36, Synergy_Loewe=-7.78, Synergy_HSA=-7.47. (8) Drug 1: C1=NC2=C(N1)C(=S)N=CN2. Synergy scores: CSS=61.8, Synergy_ZIP=-1.23, Synergy_Bliss=-2.38, Synergy_Loewe=-8.65, Synergy_HSA=1.69. Cell line: U251. Drug 2: CC1CCCC2(C(O2)CC(NC(=O)CC(C(C(=O)C(C1O)C)(C)C)O)C(=CC3=CSC(=N3)C)C)C. (9) Drug 2: CCCCC(=O)OCC(=O)C1(CC(C2=C(C1)C(=C3C(=C2O)C(=O)C4=C(C3=O)C=CC=C4OC)O)OC5CC(C(C(O5)C)O)NC(=O)C(F)(F)F)O. Synergy scores: CSS=-11.5, Synergy_ZIP=2.30, Synergy_Bliss=-2.90, Synergy_Loewe=-9.34, Synergy_HSA=-8.72. Drug 1: C1CCN(CC1)CCOC2=CC=C(C=C2)C(=O)C3=C(SC4=C3C=CC(=C4)O)C5=CC=C(C=C5)O. Cell line: KM12. (10) Cell line: M14. Drug 1: CC=C1C(=O)NC(C(=O)OC2CC(=O)NC(C(=O)NC(CSSCCC=C2)C(=O)N1)C(C)C)C(C)C. Drug 2: CC12CCC3C(C1CCC2OP(=O)(O)O)CCC4=C3C=CC(=C4)OC(=O)N(CCCl)CCCl.[Na+]. Synergy scores: CSS=28.3, Synergy_ZIP=-2.09, Synergy_Bliss=-4.28, Synergy_Loewe=-43.0, Synergy_HSA=-4.79.